This data is from Full USPTO retrosynthesis dataset with 1.9M reactions from patents (1976-2016). The task is: Predict the reactants needed to synthesize the given product. (1) Given the product [Cl:1][C:2]1[CH:3]=[C:4]([NH2:5])[CH:6]=[CH:7][C:8]=1[C:18]1[CH:19]=[CH:20][C:21]([C:24]2[CH:29]=[CH:28][C:27]([S:30]([CH3:33])(=[O:32])=[O:31])=[CH:26][CH:25]=2)=[CH:22][CH:23]=1, predict the reactants needed to synthesize it. The reactants are: [Cl:1][C:2]1[CH:3]=[C:4]([CH:6]=[CH:7][C:8]=1Br)[NH2:5].CC1(C)C(C)(C)OB([C:18]2[CH:23]=[CH:22][C:21]([C:24]3[CH:29]=[CH:28][C:27]([S:30]([CH3:33])(=[O:32])=[O:31])=[CH:26][CH:25]=3)=[CH:20][CH:19]=2)O1.C([O-])([O-])=O.[Na+].[Na+]. (2) Given the product [F:1][C:2]1[C:8]([F:9])=[C:7]([F:10])[CH:6]=[CH:5][C:3]=1[NH:4][C@@H:22]([CH3:27])[C:23]([O:25][CH3:26])=[O:24], predict the reactants needed to synthesize it. The reactants are: [F:1][C:2]1[C:8]([F:9])=[C:7]([F:10])[CH:6]=[CH:5][C:3]=1[NH2:4].C(=O)([O-])[O-].[K+].[K+].CS(O[C@H:22]([CH3:27])[C:23]([O:25][CH3:26])=[O:24])(=O)=O. (3) Given the product [C:1]([O:5][C:6]([N:8]1[CH2:13][CH2:12][CH:11]([N:21]2[CH:25]=[CH:24][N:23]=[CH:22]2)[CH2:10][CH2:9]1)=[O:7])([CH3:4])([CH3:3])[CH3:2], predict the reactants needed to synthesize it. The reactants are: [C:1]([O:5][C:6]([N:8]1[CH2:13][CH2:12][CH:11](OS(C)(=O)=O)[CH2:10][CH2:9]1)=[O:7])([CH3:4])([CH3:3])[CH3:2].[H-].[Na+].[NH:21]1[CH:25]=[CH:24][N:23]=[CH:22]1.